This data is from Forward reaction prediction with 1.9M reactions from USPTO patents (1976-2016). The task is: Predict the product of the given reaction. (1) Given the reactants Br[C:2]1[N:7]=[C:6]([C:8]2[N:12]3[CH:13]=[CH:14][N:15]=[C:16]([N:17]4[CH2:22][CH2:21][N:20]([CH3:23])[CH2:19][CH2:18]4)[C:11]3=[N:10][CH:9]=2)[CH:5]=[CH:4][CH:3]=1.[Cl:24][C:25]1[CH:32]=[CH:31][C:28]([CH2:29][NH2:30])=[CH:27][CH:26]=1.CN(C1C(C2C(P(C3CCCCC3)C3CCCCC3)=CC=CC=2)=CC=CC=1)C.CC([O-])(C)C.[Na+], predict the reaction product. The product is: [Cl:24][C:25]1[CH:32]=[CH:31][C:28]([CH2:29][NH:30][C:2]2[CH:3]=[CH:4][CH:5]=[C:6]([C:8]3[N:12]4[CH:13]=[CH:14][N:15]=[C:16]([N:17]5[CH2:22][CH2:21][N:20]([CH3:23])[CH2:19][CH2:18]5)[C:11]4=[N:10][CH:9]=3)[N:7]=2)=[CH:27][CH:26]=1. (2) Given the reactants [CH3:1][C:2]([Si:5]([CH3:26])([CH3:25])[O:6][C@H:7]1[CH2:12][C@@H:11]([CH2:13]O)[CH2:10][N:9]([C:15]([O:17][CH2:18][C:19]2[CH:24]=[CH:23][CH:22]=[CH:21][CH:20]=2)=[O:16])[CH2:8]1)([CH3:4])[CH3:3].[C:27]1(=[O:37])[NH:31][C:30](=[O:32])[C:29]2=[CH:33][CH:34]=[CH:35][CH:36]=[C:28]12.C1(P(C2C=CC=CC=2)C2C=CC=CC=2)C=CC=CC=1.N(C(OCC)=O)=NC(OCC)=O, predict the reaction product. The product is: [CH3:1][C:2]([Si:5]([CH3:25])([CH3:26])[O:6][C@H:7]1[CH2:12][C@@H:11]([CH2:13][N:31]2[C:27](=[O:37])[C:28]3[C:29](=[CH:33][CH:34]=[CH:35][CH:36]=3)[C:30]2=[O:32])[CH2:10][N:9]([C:15]([O:17][CH2:18][C:19]2[CH:20]=[CH:21][CH:22]=[CH:23][CH:24]=2)=[O:16])[CH2:8]1)([CH3:4])[CH3:3]. (3) Given the reactants C(S([C:11]1[N:12]=[C:13]([S:34]([CH2:37][C:38]2[CH:43]=[CH:42][CH:41]=[CH:40][CH:39]=2)(=O)=O)[C:14]2[C:22]3[C:17](=[C:18]([N:24]([CH3:32])[C:25](=[O:31])[O:26][C:27]([CH3:30])([CH3:29])[CH3:28])[CH:19]=[C:20]([F:23])[CH:21]=3)[NH:16][C:15]=2[N:33]=1)(=O)=O)C1C=CC=CC=1.C1(CS)C=CC=CC=1.C(=O)([O-])[O-].[K+].[K+].[CH3:58][S:59][C:60]1[N:65]=[CH:64][C:63]([OH:66])=[CH:62][N:61]=1, predict the reaction product. The product is: [C:27]([O:26][C:25](=[O:31])[N:24]([C:18]1[CH:19]=[C:20]([F:23])[CH:21]=[C:22]2[C:17]=1[NH:16][C:15]1[N:33]=[C:11]([O:66][C:63]3[CH:62]=[N:61][C:60]([S:59][CH3:58])=[N:65][CH:64]=3)[N:12]=[C:13]([S:34][CH2:37][C:38]3[CH:43]=[CH:42][CH:41]=[CH:40][CH:39]=3)[C:14]2=1)[CH3:32])([CH3:30])([CH3:28])[CH3:29]. (4) Given the reactants [Cl:1][C:2]1[C:3](=[O:14])[N:4]([CH:9]2[CH2:13][CH2:12][CH2:11][CH2:10]2)[N:5]([CH3:8])[C:6]=1[CH3:7].[Br:15]N1C(=O)CCC1=O.ClCCl, predict the reaction product. The product is: [Br:15][CH2:7][C:6]1[N:5]([CH3:8])[N:4]([CH:9]2[CH2:10][CH2:11][CH2:12][CH2:13]2)[C:3](=[O:14])[C:2]=1[Cl:1]. (5) Given the reactants [Cl:1][C:2]1[CH:3]=[C:4]([OH:9])[CH:5]=[CH:6][C:7]=1[CH3:8].[CH:10](I)([CH3:12])[CH3:11], predict the reaction product. The product is: [Cl:1][C:2]1[CH:3]=[C:4]([O:9][CH:10]([CH3:12])[CH3:11])[CH:5]=[CH:6][C:7]=1[CH3:8]. (6) Given the reactants [Cl:1][C:2]1[CH:3]=[CH:4][C:5]([CH2:9][OH:10])=[C:6]([OH:8])[CH:7]=1, predict the reaction product. The product is: [Cl:1][C:2]1[CH:3]=[CH:4][C:5]([CH:9]=[O:10])=[C:6]([OH:8])[CH:7]=1.